Dataset: Reaction yield outcomes from USPTO patents with 853,638 reactions. Task: Predict the reaction yield, written as a fraction of the theoretical maximum amount of product (1.0 means a 100% yield; for example, 0.34 means a 34% yield). (1) The reactants are [Br:1][C:2]1[N:3]=[C:4]([S:12][CH3:13])[C:5]2[N:6]([C:8](I)=[CH:9][N:10]=2)[CH:7]=1.P([O-])([O-])([O-])=O.[K+].[K+].[K+].[CH:22]1([NH:25][C:26]([C:28]2[CH:33]=[CH:32][C:31](B(O)O)=[CH:30][CH:29]=2)=[O:27])[CH2:24][CH2:23]1.C(OCC)(=O)C. The catalyst is C1COCC1.O.C1C=CC(P(C2C=CC=CC=2)[C-]2C=CC=C2)=CC=1.C1C=CC(P(C2C=CC=CC=2)[C-]2C=CC=C2)=CC=1.Cl[Pd]Cl.[Fe+2]. The product is [Br:1][C:2]1[N:3]=[C:4]([S:12][CH3:13])[C:5]2[N:6]([C:8]([C:31]3[CH:32]=[CH:33][C:28]([C:26]([NH:25][CH:22]4[CH2:23][CH2:24]4)=[O:27])=[CH:29][CH:30]=3)=[CH:9][N:10]=2)[CH:7]=1. The yield is 0.563. (2) The reactants are CO.[C:3]([O:7][C:8]([NH:10][C@@H:11]([CH2:28][C:29]1[CH:34]=[CH:33][C:32]([O:35]CC2C=CC=CC=2)=[C:31]([O:43]CC2C=CC=CC=2)[CH:30]=1)[C:12]([O:14][C@H:15]([CH3:27])[C@H:16]([O:18][C:19]([C:21]1[CH:26]=[CH:25][CH:24]=[CH:23][CH:22]=1)=[O:20])[CH3:17])=[O:13])=[O:9])([CH3:6])([CH3:5])[CH3:4].[H][H].C(OCC)(=O)C. The catalyst is O1CCCC1.CCCCCC.[Pd]. The product is [OH:43][C:31]1[CH:30]=[C:29]([CH2:28][C@H:11]([NH:10][C:8]([O:7][C:3]([CH3:5])([CH3:4])[CH3:6])=[O:9])[C:12]([O:14][C@H:15]([CH3:27])[C@H:16]([O:18][C:19]([C:21]2[CH:22]=[CH:23][CH:24]=[CH:25][CH:26]=2)=[O:20])[CH3:17])=[O:13])[CH:34]=[CH:33][C:32]=1[OH:35]. The yield is 0.950. (3) The reactants are [Cl:1][C:2]1[CH:10]=[CH:9][CH:8]=[C:7]2[C:3]=1[CH2:4][CH2:5][N:6]2[C:11]1[N:12]=[C:13]([C:16]([N:18]2[CH2:23][C@@H:22]([CH3:24])[O:21][C@@H:20]([CH3:25])[CH2:19]2)=[O:17])[S:14][CH:15]=1.BrC1N=C(C(N2C[C@@H](C)O[C@@H](C)C2)=O)SC=1.Br[C:43]1[CH:48]=[CH:47][C:46]([S:49]([NH2:52])(=[O:51])=[O:50])=[CH:45][CH:44]=1.C([O-])(=O)C.[K+]. The catalyst is CC(N(C)C)=O.C([O-])(=O)C.[Pd+2].C([O-])(=O)C. The product is [Cl:1][C:2]1[CH:10]=[CH:9][CH:8]=[C:7]2[C:3]=1[CH2:4][CH2:5][N:6]2[C:11]1[N:12]=[C:13]([C:16]([N:18]2[CH2:23][C@H:22]([CH3:24])[O:21][C@H:20]([CH3:25])[CH2:19]2)=[O:17])[S:14][C:15]=1[C:43]1[CH:48]=[CH:47][C:46]([S:49]([NH2:52])(=[O:51])=[O:50])=[CH:45][CH:44]=1. The yield is 0.260.